From a dataset of Full USPTO retrosynthesis dataset with 1.9M reactions from patents (1976-2016). Predict the reactants needed to synthesize the given product. (1) Given the product [NH2:30][C:22]1[O:23][C@H:24]([C:26]([F:27])([F:29])[F:28])[CH2:25][C@:20]([C:15]2[CH:14]=[C:13]([NH:12][C:9](=[O:11])[C:6]3[CH:5]=[CH:4][C:3]([C:1]#[N:2])=[CH:8][N:7]=3)[CH:18]=[N:17][C:16]=2[F:19])([CH2:31][F:32])[N:21]=1, predict the reactants needed to synthesize it. The reactants are: [C:1]([C:3]1[CH:4]=[CH:5][C:6]([C:9]([OH:11])=O)=[N:7][CH:8]=1)#[N:2].[NH2:12][C:13]1[CH:14]=[C:15]([C@:20]2([CH2:31][F:32])[CH2:25][C@@H:24]([C:26]([F:29])([F:28])[F:27])[O:23][C:22]([NH2:30])=[N:21]2)[C:16]([F:19])=[N:17][CH:18]=1. (2) Given the product [CH:1]1([O:5][C:6]2[CH:7]=[C:8]([C:16]3[NH:25][C:19]4[CH:20]=[N:21][NH:22][C:23](=[O:24])[C:18]=4[CH:17]=3)[CH:9]=[CH:10][C:11]=2[O:12][CH:13]([F:14])[F:15])[CH2:2][CH2:3][CH2:4]1, predict the reactants needed to synthesize it. The reactants are: [CH:1]1([O:5][C:6]2[CH:7]=[C:8]([C:16]3[N:25](COCC[Si](C)(C)C)[C:19]4[CH:20]=[N:21][NH:22][C:23](=[O:24])[C:18]=4[CH:17]=3)[CH:9]=[CH:10][C:11]=2[O:12][CH:13]([F:15])[F:14])[CH2:4][CH2:3][CH2:2]1.ClC1C2C(=O)NN=CC=2N(COCC[Si](C)(C)C)C=1C1C=CC(OC(F)F)=C(OC2CC2)C=1.C(=O)([O-])O.[Na+]. (3) Given the product [CH2:34]([N:3]([CH2:1][CH3:2])[CH2:4][CH2:5][CH2:6][C:7]1[CH:12]=[CH:11][CH:10]=[CH:9][C:8]=1[S:13]([CH2:16][C:17]1[C:22]([C:23]([O:25][CH3:26])=[O:24])=[C:21]([O:27][CH3:28])[C:20]([C:29]2[CH:33]=[CH:32][O:31][CH:30]=2)=[CH:19][CH:18]=1)(=[O:15])=[O:14])[CH3:35], predict the reactants needed to synthesize it. The reactants are: [CH2:1]([N:3]([CH2:34][CH3:35])[CH2:4][CH:5]=[CH:6][C:7]1[CH:12]=[CH:11][CH:10]=[CH:9][C:8]=1[S:13]([CH2:16][C:17]1[C:22]([C:23]([O:25][CH3:26])=[O:24])=[C:21]([O:27][CH3:28])[C:20]([C:29]2[CH:33]=[CH:32][O:31][CH:30]=2)=[CH:19][CH:18]=1)(=[O:15])=[O:14])[CH3:2].[H][H].